From a dataset of Forward reaction prediction with 1.9M reactions from USPTO patents (1976-2016). Predict the product of the given reaction. (1) Given the reactants [NH2:1][C:2]1[C:3]([C:9]([NH:11][CH3:12])=[O:10])=[N:4][C:5](Br)=[CH:6][N:7]=1.[OH:13][CH2:14][C:15]1[CH:16]=[C:17](B(O)O)[CH:18]=[CH:19][CH:20]=1.C([O-])([O-])=O.[K+].[K+].O, predict the reaction product. The product is: [NH2:1][C:2]1[C:3]([C:9]([NH:11][CH3:12])=[O:10])=[N:4][C:5]([C:19]2[CH:18]=[CH:17][CH:16]=[C:15]([CH2:14][OH:13])[CH:20]=2)=[CH:6][N:7]=1. (2) Given the reactants [C:1]([O:5][C:6]([N:8]1[CH2:13][CH2:12][C@@H:11]([NH:14][C@@H:15]([C:17]2[CH:22]=[CH:21][CH:20]=[CH:19][CH:18]=2)[CH3:16])[C@H:10]([C:23]([OH:25])=[O:24])[CH2:9]1)=[O:7])([CH3:4])([CH3:3])[CH3:2].[Si](C=[N+]=[N-])(C)(C)[CH3:27], predict the reaction product. The product is: [C:17]1([C@H:15]([NH:14][C@@H:11]2[CH2:12][CH2:13][N:8]([C:6]([O:5][C:1]([CH3:2])([CH3:3])[CH3:4])=[O:7])[CH2:9][C@H:10]2[C:23]([O:25][CH3:27])=[O:24])[CH3:16])[CH:18]=[CH:19][CH:20]=[CH:21][CH:22]=1. (3) Given the reactants C[O:2][C:3](=O)[CH2:4][C:5]([NH:7][C:8]1[CH:13]=[CH:12][C:11]([O:14][CH2:15][C:16]2[CH:21]=[CH:20][CH:19]=[C:18]([F:22])[CH:17]=2)=[CH:10][CH:9]=1)=[O:6].[OH-].[NH4+:25], predict the reaction product. The product is: [F:22][C:18]1[CH:17]=[C:16]([CH:21]=[CH:20][CH:19]=1)[CH2:15][O:14][C:11]1[CH:12]=[CH:13][C:8]([NH:7][C:5](=[O:6])[CH2:4][C:3]([NH2:25])=[O:2])=[CH:9][CH:10]=1. (4) Given the reactants [CH3:1][O:2][C:3]1[CH:4]=[C:5]2[C:10](=[CH:11][C:12]=1[O:13][CH3:14])[N:9]=[CH:8][N:7]=[C:6]2[S:15][C:16]1[CH:17]=[C:18]([CH:20]=[CH:21][CH:22]=1)[NH2:19].[CH:23]([C:26]1[O:30][N:29]=[C:28]([NH:31][C:32](=O)[O:33]C2C=CC=CC=2)[CH:27]=1)([CH3:25])[CH3:24], predict the reaction product. The product is: [CH3:1][O:2][C:3]1[CH:4]=[C:5]2[C:10](=[CH:11][C:12]=1[O:13][CH3:14])[N:9]=[CH:8][N:7]=[C:6]2[S:15][C:16]1[CH:17]=[C:18]([NH:19][C:32]([NH:31][C:28]2[CH:27]=[C:26]([CH:23]([CH3:25])[CH3:24])[O:30][N:29]=2)=[O:33])[CH:20]=[CH:21][CH:22]=1. (5) Given the reactants CCN=C=NCCCN(C)C.C1C=CC2N(O)N=NC=2C=1.[Cl:22][C:23]1[CH:24]=[C:25]([C:33]([OH:35])=O)[CH:26]=[N:27][C:28]=1[O:29][CH:30]([CH3:32])[CH3:31].O[NH:37][C:38]([C:40]1[CH:48]=[C:47]2[C:43]([CH:44]=[CH:45][NH:46]2)=[CH:42][CH:41]=1)=[NH:39].CCCC[N+](CCCC)(CCCC)CCCC.[F-], predict the reaction product. The product is: [Cl:22][C:23]1[CH:24]=[C:25]([C:33]2[O:35][N:39]=[C:38]([C:40]3[CH:48]=[C:47]4[C:43]([CH:44]=[CH:45][NH:46]4)=[CH:42][CH:41]=3)[N:37]=2)[CH:26]=[N:27][C:28]=1[O:29][CH:30]([CH3:31])[CH3:32]. (6) Given the reactants [N+:1]([C:4]1[CH:8]=[CH:7][NH:6][N:5]=1)([O-:3])=[O:2].[H-].[Na+].[C:11]([O:15][C:16](=[O:20])[CH2:17][CH2:18]Br)([CH3:14])([CH3:13])[CH3:12], predict the reaction product. The product is: [C:11]([O:15][C:16](=[O:20])[CH:17]([N:6]1[CH:7]=[CH:8][C:4]([N+:1]([O-:3])=[O:2])=[N:5]1)[CH3:18])([CH3:14])([CH3:13])[CH3:12]. (7) Given the reactants Cl[C:2]1[N:7]=[N:6][C:5]([CH2:8][N:9]2[CH:14]=[C:13]3[N:15]=[C:16]([C:18]4[CH:23]=[CH:22][CH:21]=[C:20]([F:24])[C:19]=4[F:25])[N:17]=[C:12]3[CH:11]=[N:10]2)=[CH:4][CH:3]=1.[CH2:26]([C:30]1[CH:35]=[CH:34][C:33](B(O)O)=[CH:32][CH:31]=1)[CH:27]([CH3:29])[CH3:28], predict the reaction product. The product is: [F:25][C:19]1[C:20]([F:24])=[CH:21][CH:22]=[CH:23][C:18]=1[C:16]1[N:17]=[C:12]2[CH:11]=[N:10][N:9]([CH2:8][C:5]3[N:6]=[N:7][C:2]([C:33]4[CH:34]=[CH:35][C:30]([CH2:26][CH:27]([CH3:29])[CH3:28])=[CH:31][CH:32]=4)=[CH:3][CH:4]=3)[CH:14]=[C:13]2[N:15]=1. (8) The product is: [C:76]([O:70][CH:22](/[CH:23]=[CH:24]/[C@@H:25]([C@@H:34]1[O:39][C@H:38]2[CH2:40][CH2:41][C@H:42]([CH2:44][CH2:45][O:46][Si:47]([CH2:52][CH3:53])([CH2:48][CH3:49])[CH2:50][CH3:51])[O:43][C@@H:37]2[C@H:36]([O:54][Si:55]([C:58]([CH3:60])([CH3:61])[CH3:59])([CH3:56])[CH3:57])[C@@H:35]1[O:62][Si:63]([C:66]([CH3:69])([CH3:68])[CH3:67])([CH3:65])[CH3:64])[O:26][Si:27]([C:30]([CH3:31])([CH3:32])[CH3:33])([CH3:28])[CH3:29])[CH2:21][CH2:20][C@@H:18]1[O:19][C@@H:14]2[C@@:15]([CH2:71][I:72])([O:16][C@@H:11]([CH2:10][C@@H:9]([CH3:73])[C:7]([O:6][S:3]([C:2]([F:1])([F:74])[F:75])(=[O:4])=[O:5])=[CH2:8])[CH2:12][CH2:13]2)[CH2:17]1)(=[O:83])[C:77]1[CH:82]=[CH:81][CH:80]=[CH:79][CH:78]=1. Given the reactants [F:1][C:2]([F:75])([F:74])[S:3]([O:6][C:7]([C@H:9]([CH3:73])[CH2:10][C@@H:11]1[O:16][C@@:15]2([CH2:71][I:72])[CH2:17][C@H:18]([CH2:20][CH2:21][CH:22]([OH:70])/[CH:23]=[CH:24]/[C@@H:25]([C@@H:34]3[O:39][C@H:38]4[CH2:40][CH2:41][C@H:42]([CH2:44][CH2:45][O:46][Si:47]([CH2:52][CH3:53])([CH2:50][CH3:51])[CH2:48][CH3:49])[O:43][C@@H:37]4[C@H:36]([O:54][Si:55]([C:58]([CH3:61])([CH3:60])[CH3:59])([CH3:57])[CH3:56])[C@@H:35]3[O:62][Si:63]([C:66]([CH3:69])([CH3:68])[CH3:67])([CH3:65])[CH3:64])[O:26][Si:27]([C:30]([CH3:33])([CH3:32])[CH3:31])([CH3:29])[CH3:28])[O:19][C@H:14]2[CH2:13][CH2:12]1)=[CH2:8])(=[O:5])=[O:4].[C:76](Cl)(=[O:83])[C:77]1[CH:82]=[CH:81][CH:80]=[CH:79][CH:78]=1.C(N(CC)CC)C, predict the reaction product. (9) Given the reactants [F:1][C:2]1[C:3]([CH:11]=[O:12])=[CH:4][C:5]2[O:9][CH2:8][O:7][C:6]=2[CH:10]=1.[BH4-].[Na+], predict the reaction product. The product is: [F:1][C:2]1[C:3]([CH2:11][OH:12])=[CH:4][C:5]2[O:9][CH2:8][O:7][C:6]=2[CH:10]=1. (10) Given the reactants [OH-].[Na+].[CH2:3]([C:5]1[C:6]2[CH2:22][CH2:21][N:20]([C:23]3[CH:28]=[CH:27][C:26]([CH2:29][C:30]([O:32]CC)=[O:31])=[CH:25][CH:24]=3)[C:7]=2[N:8]=[C:9]([C:11]2[CH:16]=[CH:15][C:14]([O:17][CH3:18])=[C:13]([F:19])[CH:12]=2)[N:10]=1)[CH3:4].Cl, predict the reaction product. The product is: [CH2:3]([C:5]1[C:6]2[CH2:22][CH2:21][N:20]([C:23]3[CH:28]=[CH:27][C:26]([CH2:29][C:30]([OH:32])=[O:31])=[CH:25][CH:24]=3)[C:7]=2[N:8]=[C:9]([C:11]2[CH:16]=[CH:15][C:14]([O:17][CH3:18])=[C:13]([F:19])[CH:12]=2)[N:10]=1)[CH3:4].